Dataset: Human Reference Interactome with 51,813 positive PPI pairs across 8,248 proteins, plus equal number of experimentally-validated negative pairs. Task: Binary Classification. Given two protein amino acid sequences, predict whether they physically interact or not. Protein 1 (ENSG00000070444) has sequence MSIETLLEAARFLEWQAQQQQRAREEQERLRLEQEREQEQKKANSLARLAHTLPVEEPRMEAPPLPLSPPAPPPAPPPPLATPAPLTVIPIPVVTNSPQPLPPPPPLPAAAQPLPLAPRQPALVGAPGLSIKEPAPLPSRPQVPTPAPLLPDSKATIPPNGSPKPLQPLPTPVLTIAPHPGVQPQLAPQQPPPPTLGTLKLAPAEEVKSSEQKKRPGGIGTREVHNKLEKNRRAHLKECFETLKRNIPNVDDKKTSNLSVLRTALRYIQSLKRKEKEYEHEMERLAREKIATQQRLAELK.... Protein 2 (ENSG00000172037) has sequence MELTSRERGRGQPLPWELRLGLLLSVLAATLAQAPAPDVPGCSRGSCYPATGDLLVGRADRLTASSTCGLNGPQPYCIVSHLQDEKKCFLCDSRRPFSARDNPHSHRIQNVVTSFAPQRRAAWWQSENGIPAVTIQLDLEAEFHFTHLIMTFKTFRPAAMLVERSADFGRTWHVYRYFSYDCGADFPGVPLAPPRHWDDVVCESRYSEIEPSTEGEVIYRVLDPAIPIPDPYSSRIQNLLKITNLRVNLTRLHTLGDNLLDPRREIREKYYYALYELVVRGNCFCYGHASECAPAPGAPA.... Result: 0 (the proteins do not interact).